Dataset: Reaction yield outcomes from USPTO patents with 853,638 reactions. Task: Predict the reaction yield, written as a fraction of the theoretical maximum amount of product (1.0 means a 100% yield; for example, 0.34 means a 34% yield). (1) The reactants are [CH3:1][N:2]([CH3:51])[C:3]([C:5]1[C:14](=[O:15])[C:13]2[C:8](=[CH:9][CH:10]=[C:11]([C:16]3[CH:17]=[N:18][C:19]([NH:31][C:32](=[O:36])[NH:33][CH2:34][CH3:35])=[CH:20][C:21]=3[C:22]3[S:23][CH:24]=[C:25]([C:27]([F:30])([F:29])[F:28])[N:26]=3)[CH:12]=2)[N:7]([CH2:37][C@@H:38]2[CH2:43][CH2:42][CH2:41][N:40](C(OC(C)(C)C)=O)[CH2:39]2)[CH:6]=1)=[O:4].FC(F)(F)C(O)=O. The catalyst is ClCCl. The product is [CH2:34]([NH:33][C:32]([NH:31][C:19]1[N:18]=[CH:17][C:16]([C:11]2[CH:12]=[C:13]3[C:8](=[CH:9][CH:10]=2)[N:7]([CH2:37][C@@H:38]2[CH2:43][CH2:42][CH2:41][NH:40][CH2:39]2)[CH:6]=[C:5]([C:3]([N:2]([CH3:51])[CH3:1])=[O:4])[C:14]3=[O:15])=[C:21]([C:22]2[S:23][CH:24]=[C:25]([C:27]([F:28])([F:29])[F:30])[N:26]=2)[CH:20]=1)=[O:36])[CH3:35]. The yield is 0.310. (2) The reactants are C(OC([N:8]1[CH2:12][CH2:11][CH2:10][C@@H:9]1[CH2:13][O:14][C:15]1[CH:20]=[CH:19][C:18]([CH2:21][C:22]2[CH:27]=[CH:26][C:25]([C:28]3[S:29][CH:30]=[CH:31][N:32]=3)=[CH:24][CH:23]=2)=[CH:17][CH:16]=1)=O)(C)(C)C.[ClH:33].O1CCOCC1. No catalyst specified. The product is [ClH:33].[NH:8]1[CH2:12][CH2:11][CH2:10][C@@H:9]1[CH2:13][O:14][C:15]1[CH:20]=[CH:19][C:18]([CH2:21][C:22]2[CH:27]=[CH:26][C:25]([C:28]3[S:29][CH:30]=[CH:31][N:32]=3)=[CH:24][CH:23]=2)=[CH:17][CH:16]=1. The yield is 0.830. (3) The reactants are [Br:1][C:2]1[C:3]([C:8]([OH:10])=[O:9])=[N:4][CH:5]=[N:6][CH:7]=1.[C:11](Cl)(=O)C(Cl)=O. The catalyst is C(Cl)Cl.CN(C=O)C. The product is [CH3:11][O:9][C:8]([C:3]1[C:2]([Br:1])=[CH:7][N:6]=[CH:5][N:4]=1)=[O:10]. The yield is 0.390. (4) The reactants are [Br:1][C:2]1[NH:6][CH:5]=[C:4]([C:7]([O:9][CH2:10][CH3:11])=[O:8])[C:3]=1[CH3:12].[H-].[Na+].I[CH3:16]. The catalyst is CN(C=O)C. The product is [Br:1][C:2]1[N:6]([CH3:16])[CH:5]=[C:4]([C:7]([O:9][CH2:10][CH3:11])=[O:8])[C:3]=1[CH3:12]. The yield is 0.780. (5) The reactants are O1[C:5]2([CH2:10][CH2:9][C:8](=[O:11])[CH2:7][CH2:6]2)OCC1.[C:12]1([CH2:18][NH2:19])[CH:17]=[CH:16][CH:15]=[CH:14][CH:13]=1.CC(O)=O.C(O[BH-](OC(=O)C)OC(=O)C)(=O)C.[Na+].Cl. The catalyst is ClCCCl.[OH-].[Na+].C(Cl)Cl. The product is [CH2:18]([NH:19][CH:5]1[CH2:6][CH2:7][C:8](=[O:11])[CH2:9][CH2:10]1)[C:12]1[CH:17]=[CH:16][CH:15]=[CH:14][CH:13]=1. The yield is 0.699.